This data is from Forward reaction prediction with 1.9M reactions from USPTO patents (1976-2016). The task is: Predict the product of the given reaction. Given the reactants N[C@@H](C(=O)N)CC[C:5]([NH:7][C@@H:8](C(O)=O)CC1C2C(=CC=CC=2)NC=1)=[O:6].[C:25]([NH2:29])([CH3:28])([CH3:27])[CH3:26].[CH3:30][NH:31][CH2:32][C@@H:33]([C@H:35]([C@@H:37]([C@@H:39]([CH2:41][OH:42])[OH:40])[OH:38])[OH:36])[OH:34].NC([CH2:49][OH:50])(CO)CO, predict the reaction product. The product is: [C:25]([NH3+:29])([CH3:28])([CH3:27])[CH3:26].[OH:34][CH2:33][N+:7]([CH2:49][OH:50])([CH2:5][OH:6])[CH3:8].[CH3:30][NH2+:31][CH2:32][CH:33]([OH:34])[CH:35]([OH:36])[CH:37]([OH:38])[CH:39]([OH:40])[CH2:41][OH:42].